This data is from Reaction yield outcomes from USPTO patents with 853,638 reactions. The task is: Predict the reaction yield, written as a fraction of the theoretical maximum amount of product (1.0 means a 100% yield; for example, 0.34 means a 34% yield). (1) The reactants are C(O[C@H:5]1[CH2:9][N:8](C(OC(C)(C)C)=O)[C@@H:7]([C:17](O)=O)[CH2:6]1)C=C.Br[C:21]1[CH:22]=[C:23]([CH:27]=[C:28]([C:30]([O:32]C)=O)[CH:29]=1)[C:24]([OH:26])=[O:25].N(O[CH2:37]CCC)=O.C(OC(N1C[C@H](O)C[C@@H]1C(O)=O)=O)(C)(C)C. The catalyst is [Cu](Br)Br.O.C(#N)C. The product is [CH2:7]([N:8]([CH2:9][CH2:5][CH3:6])[C:30]([C:28]1[CH:27]=[C:23]([CH:22]=[CH:21][CH:29]=1)[C:24]([OH:26])=[O:25])=[O:32])[CH2:17][CH3:37]. The yield is 0.970. (2) The reactants are [C:1]([C:3]1[CH:8]=[CH:7][CH:6]=[CH:5][N:4]=1)#[N:2].[NH2:9][C:10]1[CH:11]=[CH:12][C:13]([C:16]#[N:17])=[N:14][CH:15]=1.O.[NH2:19][NH2:20]. No catalyst specified. The product is [N:4]1[CH:5]=[CH:6][CH:7]=[CH:8][C:3]=1[C:1]1[NH:20][N:19]=[C:16]([C:13]2[N:14]=[CH:15][C:10]([NH2:9])=[CH:11][CH:12]=2)[NH:17][N:2]=1. The yield is 0.310.